This data is from Retrosynthesis with 50K atom-mapped reactions and 10 reaction types from USPTO. The task is: Predict the reactants needed to synthesize the given product. Given the product CC(C)(C)C(=O)N1C(=O)[C@](C)(C(=O)O)C[C@H]1Cc1ccc(-c2ccccc2)cc1, predict the reactants needed to synthesize it. The reactants are: CC(C)(C)C(=O)Cl.CC1(C(=O)O)CC(Cc2ccc(-c3ccccc3)cc2)NC1=O.